This data is from Catalyst prediction with 721,799 reactions and 888 catalyst types from USPTO. The task is: Predict which catalyst facilitates the given reaction. (1) Reactant: [N:1]1[CH:6]=[CH:5][C:4]([CH2:7][CH2:8][CH2:9][CH2:10][N:11]2[CH2:18][CH:17]3[O:19][CH:13]([CH2:14][N:15](C(OC(C)(C)C)=O)[CH2:16]3)[CH2:12]2)=[CH:3][CH:2]=1.Cl. Product: [N:1]1[CH:6]=[CH:5][C:4]([CH2:7][CH2:8][CH2:9][CH2:10][N:11]2[CH2:18][CH:17]3[O:19][CH:13]([CH2:14][NH:15][CH2:16]3)[CH2:12]2)=[CH:3][CH:2]=1. The catalyst class is: 413. (2) Reactant: [Br:1][C:2]1[C:10]([N+:11]([O-])=O)=[CH:9][CH:8]=[CH:7][C:3]=1[C:4]([O-:6])=[O:5].[Cl-].[NH4+].[CH2:16](O)C. The catalyst class is: 693. Product: [NH2:11][C:10]1[C:2]([Br:1])=[C:3]([CH:7]=[CH:8][CH:9]=1)[C:4]([O:6][CH3:16])=[O:5]. (3) Reactant: [OH:1][CH:2]([CH3:20])[CH2:3][N:4]1[CH2:9][CH2:8][N:7]([C:10]([O:12][CH2:13][C:14]2[CH:19]=[CH:18][CH:17]=[CH:16][CH:15]=2)=[O:11])[CH2:6][CH2:5]1.CCN(C(C)C)C(C)C.[CH3:30][S:31](Cl)(=[O:33])=[O:32]. Product: [CH3:30][S:31]([O:1][CH:2]([CH3:20])[CH2:3][N:4]1[CH2:9][CH2:8][N:7]([C:10]([O:12][CH2:13][C:14]2[CH:19]=[CH:18][CH:17]=[CH:16][CH:15]=2)=[O:11])[CH2:6][CH2:5]1)(=[O:33])=[O:32]. The catalyst class is: 2. (4) Reactant: [NH:1]1[C:5]2=[N:6][CH:7]=[CH:8][CH:9]=[C:4]2[C:3](/[CH:10]=[C:11]2/[C:12](=[O:17])[NH:13][C:14](=S)[NH:15]/2)=[CH:2]1.[CH:18]1([CH2:21][NH2:22])[CH2:20][CH2:19]1. Product: [CH:18]1([CH2:21][NH:22][C:14]2[NH:13][C:12](=[O:17])/[C:11](=[CH:10]/[C:3]3[C:4]4[C:5](=[N:6][CH:7]=[CH:8][CH:9]=4)[NH:1][CH:2]=3)/[N:15]=2)[CH2:20][CH2:19]1. The catalyst class is: 8. (5) Reactant: [Cl:1][C:2]1[C:3]([C:53]([F:56])([F:55])[F:54])=[CH:4][C:5]2[N:9]=[C:8]([CH2:10][CH2:11][CH:12]3[CH2:15][CH:14]([N:16]([CH2:20][C@@H:21]4[C@H:25]5[O:26]C(C)(C)[O:28][C@H:24]5[C@H:23]([N:31]5[C:35]6[N:36]=[CH:37][N:38]=[C:39]([NH:40]CC7C=CC(OC)=CC=7OC)[C:34]=6[CH:33]=[CH:32]5)[CH2:22]4)[CH:17]([CH3:19])[CH3:18])[CH2:13]3)[NH:7][C:6]=2[CH:52]=1.C([O-])([O-])=O.[K+].[K+]. Product: [NH2:40][C:39]1[C:34]2[CH:33]=[CH:32][N:31]([C@@H:23]3[CH2:22][C@H:21]([CH2:20][N:16]([CH:14]4[CH2:13][CH:12]([CH2:11][CH2:10][C:8]5[NH:7][C:6]6[CH:52]=[C:2]([Cl:1])[C:3]([C:53]([F:55])([F:54])[F:56])=[CH:4][C:5]=6[N:9]=5)[CH2:15]4)[CH:17]([CH3:19])[CH3:18])[C@@H:25]([OH:26])[C@H:24]3[OH:28])[C:35]=2[N:36]=[CH:37][N:38]=1. The catalyst class is: 574.